From a dataset of Reaction yield outcomes from USPTO patents with 853,638 reactions. Predict the reaction yield, written as a fraction of the theoretical maximum amount of product (1.0 means a 100% yield; for example, 0.34 means a 34% yield). (1) The reactants are C([O:5][N:6](CCC1C=CC=CC=1)[C:7]([C:9]1[CH:14]=[CH:13][C:12]([C:15]2[CH:20]=[CH:19][CH:18]=[C:17]([CH:21]([CH3:23])[CH3:22])[CH:16]=2)=[CH:11][N:10]=1)=[O:8])(C)(C)C. The catalyst is FC(F)(F)C(O)=O. The product is [OH:5][NH:6][C:7]([C:9]1[CH:14]=[CH:13][C:12]([C:15]2[CH:20]=[CH:19][CH:18]=[C:17]([CH:21]([CH3:23])[CH3:22])[CH:16]=2)=[CH:11][N:10]=1)=[O:8]. The yield is 0.100. (2) The yield is 0.820. The catalyst is CN(C=O)C.O. The product is [CH2:1]([C:4]1[C:12]([O:13][CH2:14][C:15]2[CH:20]=[CH:19][CH:18]=[CH:17][CH:16]=2)=[CH:11][CH:10]=[C:9]2[C:5]=1[CH:6]=[CH:7][NH:8]2)[CH:2]=[CH2:3]. The reactants are [CH2:1]([C:4]1[C:12]([OH:13])=[CH:11][CH:10]=[C:9]2[C:5]=1[CH:6]=[CH:7][NH:8]2)[CH:2]=[CH2:3].[CH2:14](Br)[C:15]1[CH:20]=[CH:19][CH:18]=[CH:17][CH:16]=1.C([O-])([O-])=O.[Cs+].[Cs+]. (3) The reactants are C(O)(=O)/C=C/C(O)=O.[S:9]1[CH:13]=[CH:12][C:11]2[CH:14]=[C:15]([CH:18]3[C:27]4[C:22](=[CH:23][C:24]([C:28]5[N:33]=[N:32][C:31]([N:34]([CH3:36])[CH3:35])=[CH:30][CH:29]=5)=[CH:25][CH:26]=4)[CH2:21][N:20]([CH3:37])[CH2:19]3)[CH:16]=[CH:17][C:10]1=2.N(C)C.CN(C=O)C. The catalyst is ClCCl. The product is [S:9]1[CH:13]=[CH:12][C:11]2[CH:14]=[C:15]([CH:18]3[C:27]4[C:22](=[CH:23][C:24]([C:28]5[N:33]=[N:32][C:31]([N:34]([CH3:36])[CH3:35])=[CH:30][CH:29]=5)=[CH:25][CH:26]=4)[CH2:21][N:20]([CH3:37])[CH2:19]3)[CH:16]=[CH:17][C:10]1=2. The yield is 0.980.